Dataset: Catalyst prediction with 721,799 reactions and 888 catalyst types from USPTO. Task: Predict which catalyst facilitates the given reaction. (1) Reactant: [C:1]1([NH:7][CH2:8][CH2:9][C@@H:10]2[CH2:15][CH2:14][CH2:13][C@H:12]([NH:16][C:17]([C:19]3[C:20]([C:25]4[C:30](F)=[CH:29][CH:28]=[CH:27][C:26]=4[Cl:32])=[N:21][O:22][C:23]=3[CH3:24])=[O:18])[CH2:11]2)[CH:6]=[CH:5][CH:4]=[CH:3][CH:2]=1.C[Si]([N-][Si](C)(C)C)(C)C.[K+]. Product: [C:1]1([NH:7][CH2:8][CH2:9][C@@H:10]2[CH2:15][CH2:14][CH2:13][C@H:12]([N:16]3[C:30]4[CH:29]=[CH:28][CH:27]=[C:26]([Cl:32])[C:25]=4[C:20]4=[N:21][O:22][C:23]([CH3:24])=[C:19]4[C:17]3=[O:18])[CH2:11]2)[CH:6]=[CH:5][CH:4]=[CH:3][CH:2]=1. The catalyst class is: 3. (2) Reactant: C(OC(=O)[NH:7][C:8]1[CH:12]=[C:11]([C:13](=[O:29])[NH:14][CH:15]2[CH2:20][CH2:19][CH2:18][CH2:17][CH:16]2[O:21][CH2:22][C:23]2[CH:28]=[CH:27][CH:26]=[CH:25][CH:24]=2)[N:10]([CH2:30][C:31](=[O:47])[NH:32][CH:33]2[CH2:38][CH2:37][CH2:36][CH2:35][CH:34]2[O:39][CH2:40][C:41]2[CH:46]=[CH:45][CH:44]=[CH:43][CH:42]=2)[N:9]=1)(C)(C)C.Cl.O1CCOCC1. Product: [CH2:22]([O:21][CH:16]1[CH2:17][CH2:18][CH2:19][CH2:20][CH:15]1[NH:14][C:13]([C:11]1[N:10]([CH2:30][C:31](=[O:47])[NH:32][CH:33]2[CH2:38][CH2:37][CH2:36][CH2:35][CH:34]2[O:39][CH2:40][C:41]2[CH:46]=[CH:45][CH:44]=[CH:43][CH:42]=2)[N:9]=[C:8]([NH2:7])[CH:12]=1)=[O:29])[C:23]1[CH:24]=[CH:25][CH:26]=[CH:27][CH:28]=1. The catalyst class is: 4. (3) Reactant: [C:1]([O:5][C:6]([N:8]1[CH2:13][CH2:12][N:11]([C:14]2[N:22]=[C:21]([Cl:23])[N:20]=[C:19]3[C:15]=2[N:16]([CH2:33][C:34]#[C:35][CH3:36])[C:17](=[O:32])[N:18]3COC(=O)C(C)(C)C)[CH2:10][CH2:9]1)=[O:7])([CH3:4])([CH3:3])[CH3:2].[H-].[Na+].Cl. Product: [C:1]([O:5][C:6]([N:8]1[CH2:9][CH2:10][N:11]([C:14]2[N:22]=[C:21]([Cl:23])[N:20]=[C:19]3[C:15]=2[N:16]([CH2:33][C:34]#[C:35][CH3:36])[C:17](=[O:32])[NH:18]3)[CH2:12][CH2:13]1)=[O:7])([CH3:4])([CH3:3])[CH3:2]. The catalyst class is: 111. (4) Reactant: [OH-].[Na+].Cl.[C:4](=[NH:11])(OC)[CH2:5][CH2:6][CH2:7][CH3:8].[C:12]([CH2:14][C:15]([NH:17][NH2:18])=O)#[N:13]. Product: [CH2:5]([C:4]1[N:11]=[C:15]([CH2:14][C:12]#[N:13])[NH:17][N:18]=1)[CH2:6][CH2:7][CH3:8]. The catalyst class is: 5. (5) Reactant: Br[C:2]1[N:3]=[CH:4][C:5]([NH2:15])=[N:6][C:7]=1[C:8]1[CH:13]=[CH:12][CH:11]=[C:10]([F:14])[CH:9]=1.[Cl:16][C:17]1[CH:18]=[N:19][CH:20]=[CH:21][C:22]=1B(O)O.C(=O)([O-])[O-].[Cs+].[Cs+]. Product: [Cl:16][C:17]1[CH:18]=[N:19][CH:20]=[CH:21][C:22]=1[C:2]1[N:3]=[CH:4][C:5]([NH2:15])=[N:6][C:7]=1[C:8]1[CH:13]=[CH:12][CH:11]=[C:10]([F:14])[CH:9]=1. The catalyst class is: 12. (6) Reactant: N[C:2](N)=[S:3].[Cl:5][C:6]1[CH:7]=[C:8]([CH:11]=[CH:12][C:13]=1[O:14][CH3:15])CBr.[OH-].[Na+].Cl. Product: [Cl:5][C:6]1[CH:7]=[C:8]([CH2:2][SH:3])[CH:11]=[CH:12][C:13]=1[O:14][CH3:15]. The catalyst class is: 621. (7) Reactant: F[P-](F)(F)(F)(F)F.C[N+](C)=C(N(C)C)ON1C2N=CC=CC=2N=N1.[NH2:25][C:26]1[N:35]=[C:34]([N:36]2[CH2:41][CH2:40][N:39]([CH3:42])[CH2:38][CH2:37]2)[C:33]2[C:28](=[CH:29][C:30]([C:43](O)=[O:44])=[CH:31][CH:32]=2)[N:27]=1.C(N(CC)C(C)C)(C)C.[NH2:55][C@@H:56]([CH2:62][C:63]1[CH:68]=[CH:67][C:66]([O:69][CH:70]([CH3:72])[CH3:71])=[CH:65][CH:64]=1)[C:57]([N:59]([CH3:61])[CH3:60])=[O:58]. Product: [NH2:25][C:26]1[N:35]=[C:34]([N:36]2[CH2:37][CH2:38][N:39]([CH3:42])[CH2:40][CH2:41]2)[C:33]2[C:28](=[CH:29][C:30]([C:43]([NH:55][C@@H:56]([CH2:62][C:63]3[CH:64]=[CH:65][C:66]([O:69][CH:70]([CH3:72])[CH3:71])=[CH:67][CH:68]=3)[C:57]([N:59]([CH3:60])[CH3:61])=[O:58])=[O:44])=[CH:31][CH:32]=2)[N:27]=1. The catalyst class is: 9. (8) Reactant: [I-].[CH2:2]([O:9][C:10]1[C:36]([F:37])=[CH:35][C:34]([F:38])=[CH:33][C:11]=1[CH2:12][CH2:13][P+](C1C=CC=CC=1)(C1C=CC=CC=1)C1C=CC=CC=1)[C:3]1[CH:8]=[CH:7][CH:6]=[CH:5][CH:4]=1.[H-].[Na+].[C:41]([O:45][C@@H:46]([C:52]1[C:53]([CH3:95])=[N:54][C:55]2[N:56]([N:90]=[C:91]([CH:93]=O)[CH:92]=2)[C:57]=1[N:58]1[CH2:63][CH2:62][C:61]([O:65][CH2:66][CH2:67][CH2:68][CH2:69][C@H:70]([O:72][Si:73]([C:86]([CH3:89])([CH3:88])[CH3:87])([C:80]2[CH:85]=[CH:84][CH:83]=[CH:82][CH:81]=2)[C:74]2[CH:79]=[CH:78][CH:77]=[CH:76][CH:75]=2)[CH3:71])([CH3:64])[CH2:60][CH2:59]1)[C:47]([O:49][CH2:50][CH3:51])=[O:48])([CH3:44])([CH3:43])[CH3:42]. Product: [CH2:2]([O:9][C:10]1[C:36]([F:37])=[CH:35][C:34]([F:38])=[CH:33][C:11]=1[CH2:12][CH:13]=[CH:93][C:91]1[CH:92]=[C:55]2[N:54]=[C:53]([CH3:95])[C:52]([C@H:46]([O:45][C:41]([CH3:44])([CH3:43])[CH3:42])[C:47]([O:49][CH2:50][CH3:51])=[O:48])=[C:57]([N:58]3[CH2:63][CH2:62][C:61]([O:65][CH2:66][CH2:67][CH2:68][CH2:69][C@H:70]([O:72][Si:73]([C:86]([CH3:87])([CH3:88])[CH3:89])([C:74]4[CH:75]=[CH:76][CH:77]=[CH:78][CH:79]=4)[C:80]4[CH:81]=[CH:82][CH:83]=[CH:84][CH:85]=4)[CH3:71])([CH3:64])[CH2:60][CH2:59]3)[N:56]2[N:90]=1)[C:3]1[CH:4]=[CH:5][CH:6]=[CH:7][CH:8]=1. The catalyst class is: 1.